From a dataset of Reaction yield outcomes from USPTO patents with 853,638 reactions. Predict the reaction yield, written as a fraction of the theoretical maximum amount of product (1.0 means a 100% yield; for example, 0.34 means a 34% yield). (1) The reactants are [NH2:1][C@H:2]([C:4]1[N:9]([C:10]2[CH:15]=[CH:14][CH:13]=[CH:12][CH:11]=2)[C:8](=[O:16])[C:7]2=[C:17]([CH3:20])[CH:18]=[CH:19][N:6]2[N:5]=1)[CH3:3].[NH2:21][C:22]1[C:27]([C:28]([NH:30][C:31]2[CH:36]=[C:35]([O:37][CH3:38])[CH:34]=[C:33]([O:39][CH3:40])[CH:32]=2)=[O:29])=[C:26](Cl)[N:25]=[CH:24][N:23]=1.CCN(C(C)C)C(C)C.[F-].[Cs+]. The catalyst is C(O)(C)(C)C.C(OCC)(=O)C. The product is [NH2:21][C:22]1[C:27]([C:28]([NH:30][C:31]2[CH:36]=[C:35]([O:37][CH3:38])[CH:34]=[C:33]([O:39][CH3:40])[CH:32]=2)=[O:29])=[C:26]([NH:1][C@H:2]([C:4]2[N:9]([C:10]3[CH:15]=[CH:14][CH:13]=[CH:12][CH:11]=3)[C:8](=[O:16])[C:7]3=[C:17]([CH3:20])[CH:18]=[CH:19][N:6]3[N:5]=2)[CH3:3])[N:25]=[CH:24][N:23]=1. The yield is 0.580. (2) The reactants are I[C:2]1[CH:3]=[C:4]([CH:22]=[CH:23][CH:24]=1)[CH2:5][N:6]1[C:10]2=[N:11][C:12]([NH:15][C:16]3[CH:17]=[N:18][N:19]([CH3:21])[CH:20]=3)=[N:13][CH:14]=[C:9]2[CH:8]=[N:7]1.[NH:25]1[CH2:30][CH2:29][O:28][CH2:27][C:26]1=[O:31].P([O-])([O-])([O-])=O.[K+].[K+].[K+].CNCCNC. The catalyst is O1CCOCC1.[Cu](I)I. The product is [CH3:21][N:19]1[CH:20]=[C:16]([NH:15][C:12]2[N:11]=[C:10]3[N:6]([CH2:5][C:4]4[CH:3]=[C:2]([N:25]5[CH2:30][CH2:29][O:28][CH2:27][C:26]5=[O:31])[CH:24]=[CH:23][CH:22]=4)[N:7]=[CH:8][C:9]3=[CH:14][N:13]=2)[CH:17]=[N:18]1. The yield is 0.470. (3) The reactants are [CH3:1][C:2]1[S:3][C:4]2[CH:10]=[C:9]([S:11](Cl)(=[O:13])=[O:12])[CH:8]=[CH:7][C:5]=2[N:6]=1.[NH:15]1[CH2:20][CH2:19][CH2:18][CH2:17][CH2:16]1.CCCCCC. The catalyst is C(Cl)(Cl)Cl.C(OCC)(=O)C. The product is [CH3:1][C:2]1[S:3][C:4]2[CH:10]=[C:9]([S:11]([N:15]3[CH2:20][CH2:19][CH2:18][CH2:17][CH2:16]3)(=[O:13])=[O:12])[CH:8]=[CH:7][C:5]=2[N:6]=1. The yield is 0.740. (4) The reactants are [OH:1][C@@H:2]([CH3:31])[C@@H:3]([N:14]1[C:17](=[O:18])[C:16]2([CH2:22][CH2:21][CH2:20][N:19]2C(OC(C)(C)C)=O)[CH:15]1[CH3:30])[C:4](=[O:13])[NH:5][CH2:6][C:7]1[N:12]=[CH:11][CH:10]=[CH:9][N:8]=1.C(O)(C(F)(F)F)=O. The catalyst is C(Cl)Cl. The product is [OH:1][C@H:2]([CH3:31])[C@H:3]([N:14]1[C:17](=[O:18])[C:16]2([CH2:22][CH2:21][CH2:20][NH:19]2)[CH:15]1[CH3:30])[C:4]([NH:5][CH2:6][C:7]1[N:12]=[CH:11][CH:10]=[CH:9][N:8]=1)=[O:13]. The yield is 0.947.